Dataset: NCI-60 drug combinations with 297,098 pairs across 59 cell lines. Task: Regression. Given two drug SMILES strings and cell line genomic features, predict the synergy score measuring deviation from expected non-interaction effect. Drug 1: C1=C(C(=O)NC(=O)N1)F. Drug 2: COCCOC1=C(C=C2C(=C1)C(=NC=N2)NC3=CC=CC(=C3)C#C)OCCOC.Cl. Cell line: CCRF-CEM. Synergy scores: CSS=10.5, Synergy_ZIP=-11.6, Synergy_Bliss=-23.4, Synergy_Loewe=-25.0, Synergy_HSA=-22.7.